Dataset: NCI-60 drug combinations with 297,098 pairs across 59 cell lines. Task: Regression. Given two drug SMILES strings and cell line genomic features, predict the synergy score measuring deviation from expected non-interaction effect. (1) Drug 1: C1=CC(=C2C(=C1NCCNCCO)C(=O)C3=C(C=CC(=C3C2=O)O)O)NCCNCCO. Drug 2: C1CCC(C(C1)N)N.C(=O)(C(=O)[O-])[O-].[Pt+4]. Cell line: SK-MEL-28. Synergy scores: CSS=37.9, Synergy_ZIP=-0.465, Synergy_Bliss=1.86, Synergy_Loewe=-8.50, Synergy_HSA=2.76. (2) Drug 1: C1=NC2=C(N1)C(=S)N=C(N2)N. Drug 2: C#CCC(CC1=CN=C2C(=N1)C(=NC(=N2)N)N)C3=CC=C(C=C3)C(=O)NC(CCC(=O)O)C(=O)O. Cell line: RXF 393. Synergy scores: CSS=7.15, Synergy_ZIP=-3.78, Synergy_Bliss=-0.264, Synergy_Loewe=-2.23, Synergy_HSA=-1.11. (3) Drug 1: C1=NC2=C(N=C(N=C2N1C3C(C(C(O3)CO)O)F)Cl)N. Drug 2: C1=CC=C(C=C1)NC(=O)CCCCCCC(=O)NO. Cell line: HS 578T. Synergy scores: CSS=7.62, Synergy_ZIP=3.17, Synergy_Bliss=7.29, Synergy_Loewe=5.16, Synergy_HSA=6.11. (4) Drug 1: C1C(C(OC1N2C=C(C(=O)NC2=O)F)CO)O. Drug 2: CC1=C2C(C(=O)C3(C(CC4C(C3C(C(C2(C)C)(CC1OC(=O)C(C(C5=CC=CC=C5)NC(=O)C6=CC=CC=C6)O)O)OC(=O)C7=CC=CC=C7)(CO4)OC(=O)C)O)C)OC(=O)C. Cell line: K-562. Synergy scores: CSS=56.0, Synergy_ZIP=-7.73, Synergy_Bliss=-4.32, Synergy_Loewe=-1.72, Synergy_HSA=-1.56. (5) Drug 1: C1=CN(C(=O)N=C1N)C2C(C(C(O2)CO)O)O.Cl. Drug 2: CC1=C(C=C(C=C1)NC(=O)C2=CC=C(C=C2)CN3CCN(CC3)C)NC4=NC=CC(=N4)C5=CN=CC=C5. Cell line: T-47D. Synergy scores: CSS=4.72, Synergy_ZIP=1.01, Synergy_Bliss=-1.59, Synergy_Loewe=-20.3, Synergy_HSA=-8.03. (6) Drug 1: CC(C1=C(C=CC(=C1Cl)F)Cl)OC2=C(N=CC(=C2)C3=CN(N=C3)C4CCNCC4)N. Drug 2: CCCCC(=O)OCC(=O)C1(CC(C2=C(C1)C(=C3C(=C2O)C(=O)C4=C(C3=O)C=CC=C4OC)O)OC5CC(C(C(O5)C)O)NC(=O)C(F)(F)F)O. Cell line: SF-539. Synergy scores: CSS=4.11, Synergy_ZIP=-2.06, Synergy_Bliss=0.0323, Synergy_Loewe=0.702, Synergy_HSA=0.961.